Dataset: Forward reaction prediction with 1.9M reactions from USPTO patents (1976-2016). Task: Predict the product of the given reaction. (1) Given the reactants [CH3:1][C:2](=[CH2:5])[CH2:3][OH:4].C1(P(C2C=CC=CC=2)C2C=CC=CC=2)C=CC=CC=1.[Cl:25][C:26]1[CH:31]=[CH:30][C:29]([C:32]2[CH:33]=[CH:34][C:35]([C:38]#[C:39][C:40]3[CH:45]=[CH:44][C:43](I)=[CH:42][CH:41]=3)=[N:36][CH:37]=2)=[CH:28][CH:27]=1, predict the reaction product. The product is: [Cl:25][C:26]1[CH:27]=[CH:28][C:29]([C:32]2[CH:33]=[CH:34][C:35]([C:38]#[C:39][C:40]3[CH:41]=[CH:42][C:43](/[CH:5]=[C:2](\[CH3:1])/[CH2:3][OH:4])=[CH:44][CH:45]=3)=[N:36][CH:37]=2)=[CH:30][CH:31]=1. (2) Given the reactants [Cl:1][C:2]1[N:3]([CH2:10][C@:11]2([CH3:14])[CH2:13][O:12]2)[CH:4]=[C:5]([N+:7]([O-:9])=[O:8])[N:6]=1.[N:15]1([CH:21]2[CH2:26][CH2:25][NH:24][CH2:23][CH2:22]2)[CH2:20][CH2:19][CH2:18][CH2:17][CH2:16]1.O, predict the reaction product. The product is: [N:15]1([CH:21]2[CH2:26][CH2:25][N:24]([CH2:13][C@:11]([CH3:14])([OH:12])[CH2:10][N:3]3[CH:4]=[C:5]([N+:7]([O-:9])=[O:8])[N:6]=[C:2]3[Cl:1])[CH2:23][CH2:22]2)[CH2:20][CH2:19][CH2:18][CH2:17][CH2:16]1.